Dataset: Cav3 T-type calcium channel HTS with 100,875 compounds. Task: Binary Classification. Given a drug SMILES string, predict its activity (active/inactive) in a high-throughput screening assay against a specified biological target. The drug is S(=O)(=O)(N1CCN(CC1)c1cc(NCc2occc2)c([N+]([O-])=O)cc1)c1c(cc(cc1C)C)C. The result is 0 (inactive).